Dataset: Catalyst prediction with 721,799 reactions and 888 catalyst types from USPTO. Task: Predict which catalyst facilitates the given reaction. (1) Reactant: [Cl:1][C:2]1[CH:7]=[C:6](I)[CH:5]=[C:4]([Cl:9])[C:3]=1[CH3:10].CC([O-])=O.[K+].[B:16]1([B:16]2[O:20][C:19]([CH3:22])([CH3:21])[C:18]([CH3:24])([CH3:23])[O:17]2)[O:20][C:19]([CH3:22])([CH3:21])[C:18]([CH3:24])([CH3:23])[O:17]1. Product: [Cl:1][C:2]1[CH:7]=[C:6]([B:16]2[O:20][C:19]([CH3:22])([CH3:21])[C:18]([CH3:24])([CH3:23])[O:17]2)[CH:5]=[C:4]([Cl:9])[C:3]=1[CH3:10]. The catalyst class is: 151. (2) Reactant: [CH3:1][C:2]1[CH:3]=[C:4]([OH:12])[CH:5]=[C:6]([CH3:11])[C:7]=1[N+:8]([O-:10])=[O:9].Br[CH2:14][CH2:15][CH2:16][CH3:17].C([O-])([O-])=O.[K+].[K+].O. Product: [CH2:14]([O:12][C:4]1[CH:3]=[C:2]([CH3:1])[C:7]([N+:8]([O-:10])=[O:9])=[C:6]([CH3:11])[CH:5]=1)[CH2:15][CH2:16][CH3:17]. The catalyst class is: 3. (3) Reactant: [CH3:1][N:2]1[C:6]([C:7]2[CH:17]=[CH:16][C:10]3[CH2:11][CH2:12][NH:13][CH2:14][CH2:15][C:9]=3[CH:8]=2)=[CH:5][C:4]([CH3:18])=[N:3]1.[OH:19][CH2:20][CH2:21][C:22](=O)[CH3:23].C(O[BH-](OC(=O)C)OC(=O)C)(=O)C.[Na+].[OH-].[Na+]. Product: [CH3:1][N:2]1[C:6]([C:7]2[CH:17]=[CH:16][C:10]3[CH2:11][CH2:12][N:13]([CH:22]([CH3:23])[CH2:21][CH2:20][OH:19])[CH2:14][CH2:15][C:9]=3[CH:8]=2)=[CH:5][C:4]([CH3:18])=[N:3]1. The catalyst class is: 506. (4) Reactant: [Cl:1][C:2]1[N:3]=[CH:4][NH:5][C:6]=1[Cl:7].[OH-].[K+].[Br:10][CH2:11][C:12]([OH:14])=[O:13].Br[CH2:16][C:17]1[C:26]2[C:21](=[CH:22][CH:23]=[CH:24][CH:25]=2)[CH:20]=[CH:19][CH:18]=1.Br. Product: [Br-:10].[C:12]([CH2:11][N:3]1[C:2]([Cl:1])=[C:6]([Cl:7])[N+:5]([CH2:16][C:17]2[C:26]3[C:21](=[CH:22][CH:23]=[CH:24][CH:25]=3)[CH:20]=[CH:19][CH:18]=2)=[CH:4]1)([OH:14])=[O:13]. The catalyst class is: 10. (5) Reactant: [H-].[Al+3].[Li+].[H-].[H-].[H-].[Cl:7][C:8]1[CH:13]=[CH:12][C:11]([S:14]([NH:17][C@@H:18]2[CH2:24][CH2:23][CH2:22][CH2:21][CH2:20][C@H:19]2[C:25](OC)=[O:26])(=[O:16])=[O:15])=[CH:10][CH:9]=1. Product: [Cl:7][C:8]1[CH:13]=[CH:12][C:11]([S:14]([NH:17][C@@H:18]2[CH2:24][CH2:23][CH2:22][CH2:21][CH2:20][C@H:19]2[CH2:25][OH:26])(=[O:15])=[O:16])=[CH:10][CH:9]=1. The catalyst class is: 7.